Dataset: Peptide-MHC class I binding affinity with 185,985 pairs from IEDB/IMGT. Task: Regression. Given a peptide amino acid sequence and an MHC pseudo amino acid sequence, predict their binding affinity value. This is MHC class I binding data. (1) The peptide sequence is EMIRYMALV. The MHC is HLA-A02:01 with pseudo-sequence HLA-A02:01. The binding affinity (normalized) is 0.521. (2) The peptide sequence is SVIDHIHYM. The MHC is HLA-A02:06 with pseudo-sequence HLA-A02:06. The binding affinity (normalized) is 1.00. (3) The peptide sequence is STLNFNNLH. The MHC is HLA-B44:03 with pseudo-sequence HLA-B44:03. The binding affinity (normalized) is 0. (4) The peptide sequence is YLVDCGAEL. The MHC is HLA-C03:03 with pseudo-sequence HLA-C03:03. The binding affinity (normalized) is 1.00. (5) The peptide sequence is LFMHFRGG. The MHC is Mamu-B08 with pseudo-sequence Mamu-B08. The binding affinity (normalized) is 0. (6) The peptide sequence is RYNCKCCWF. The MHC is HLA-A24:02 with pseudo-sequence HLA-A24:02. The binding affinity (normalized) is 0.331.